Dataset: NCI-60 drug combinations with 297,098 pairs across 59 cell lines. Task: Regression. Given two drug SMILES strings and cell line genomic features, predict the synergy score measuring deviation from expected non-interaction effect. (1) Drug 1: CNC(=O)C1=CC=CC=C1SC2=CC3=C(C=C2)C(=NN3)C=CC4=CC=CC=N4. Drug 2: CN(C)N=NC1=C(NC=N1)C(=O)N. Cell line: K-562. Synergy scores: CSS=49.3, Synergy_ZIP=-1.48, Synergy_Bliss=-2.97, Synergy_Loewe=-24.1, Synergy_HSA=-1.70. (2) Drug 1: CC1=C2C(C(=O)C3(C(CC4C(C3C(C(C2(C)C)(CC1OC(=O)C(C(C5=CC=CC=C5)NC(=O)OC(C)(C)C)O)O)OC(=O)C6=CC=CC=C6)(CO4)OC(=O)C)O)C)O. Drug 2: CCC1=C2CN3C(=CC4=C(C3=O)COC(=O)C4(CC)O)C2=NC5=C1C=C(C=C5)O. Cell line: NCI-H226. Synergy scores: CSS=5.93, Synergy_ZIP=-1.06, Synergy_Bliss=0.218, Synergy_Loewe=-7.57, Synergy_HSA=-0.853.